The task is: Regression. Given a peptide amino acid sequence and an MHC pseudo amino acid sequence, predict their binding affinity value. This is MHC class I binding data.. This data is from Peptide-MHC class I binding affinity with 185,985 pairs from IEDB/IMGT. (1) The peptide sequence is KTFKDESIF. The MHC is HLA-A11:01 with pseudo-sequence HLA-A11:01. The binding affinity (normalized) is 0. (2) The peptide sequence is RLIRGKMTL. The MHC is Mamu-B08 with pseudo-sequence Mamu-B08. The binding affinity (normalized) is 0.458. (3) The peptide sequence is TSSARSSEW. The MHC is HLA-B39:01 with pseudo-sequence HLA-B39:01. The binding affinity (normalized) is 0.0847. (4) The peptide sequence is LFGAIAGFI. The MHC is HLA-A24:02 with pseudo-sequence HLA-A24:02. The binding affinity (normalized) is 0.0864.